Dataset: Forward reaction prediction with 1.9M reactions from USPTO patents (1976-2016). Task: Predict the product of the given reaction. (1) Given the reactants [CH2:1](I)[CH3:2].[C:4]([C:6]1[CH:7]=[C:8]([CH:21]=[CH:22][CH:23]=1)[CH2:9][CH2:10][O:11][CH2:12][CH2:13][C:14]([O:16][C:17]([CH3:20])([CH3:19])[CH3:18])=[O:15])#[CH:5].[N-:24]=[N+:25]=[N-:26].[Na+].O, predict the reaction product. The product is: [CH2:1]([N:24]1[CH:5]=[C:4]([C:6]2[CH:7]=[C:8]([CH:21]=[CH:22][CH:23]=2)[CH2:9][CH2:10][O:11][CH2:12][CH2:13][C:14]([O:16][C:17]([CH3:19])([CH3:20])[CH3:18])=[O:15])[N:26]=[N:25]1)[CH3:2]. (2) Given the reactants Cl.[CH2:2]([O:9][NH2:10])[C:3]1[CH:8]=[CH:7][CH:6]=[CH:5][CH:4]=1.C(N(CC)CC)C.O=C1CCC(=O)N1[O:25][C:26](=O)[CH2:27][CH:28]([C:34](=[O:56])[NH:35][CH:36]([C:40]([N:42]1[CH2:46][CH2:45][CH2:44][CH:43]1[CH2:47][O:48][CH2:49][C:50]1[CH:55]=[CH:54][CH:53]=[CH:52][CH:51]=1)=[O:41])[CH:37]([CH3:39])[CH3:38])[CH2:29][CH2:30][CH2:31][CH2:32][CH3:33], predict the reaction product. The product is: [CH2:2]([O:9][NH:10][C:26](=[O:25])[CH2:27][CH:28]([CH2:29][CH2:30][CH2:31][CH2:32][CH3:33])[C:34]([NH:35][CH:36]([C:40]([N:42]1[CH2:46][CH2:45][CH2:44][CH:43]1[CH2:47][O:48][CH2:49][C:50]1[CH:55]=[CH:54][CH:53]=[CH:52][CH:51]=1)=[O:41])[CH:37]([CH3:39])[CH3:38])=[O:56])[C:3]1[CH:8]=[CH:7][CH:6]=[CH:5][CH:4]=1. (3) Given the reactants [CH3:1][C:2]1([CH3:32])[CH2:7][CH2:6][C:5]([C:8]2[CH:13]=[C:12]([C:14]3([CH:20]=O)[CH2:19][CH2:18][O:17][CH2:16][CH2:15]3)[CH:11]=[CH:10][C:9]=2[NH:22][C:23]([C:25]2[NH:26][CH:27]=[C:28]([C:30]#[N:31])[N:29]=2)=[O:24])=[CH:4][CH2:3]1.[NH:33]1[CH2:38][CH2:37][O:36][CH2:35][CH2:34]1.C(O[BH-](OC(=O)C)OC(=O)C)(=O)C.[Na+].CCOC(C)=O.C(Cl)Cl, predict the reaction product. The product is: [CH3:1][C:2]1([CH3:32])[CH2:7][CH2:6][C:5]([C:8]2[CH:13]=[C:12]([C:14]3([CH2:20][N:33]4[CH2:38][CH2:37][O:36][CH2:35][CH2:34]4)[CH2:19][CH2:18][O:17][CH2:16][CH2:15]3)[CH:11]=[CH:10][C:9]=2[NH:22][C:23]([C:25]2[NH:26][CH:27]=[C:28]([C:30]#[N:31])[N:29]=2)=[O:24])=[CH:4][CH2:3]1. (4) The product is: [CH3:39][N:28]([C:29]1[CH:38]=[CH:37][C:32]2[N:33]=[C:34]([CH3:36])[O:35][C:31]=2[CH:30]=1)[C:26](=[O:27])[CH3:25]. Given the reactants BrC1C=C(OC)C=CC=1N.C([O-])([O-])=O.[Cs+].[Cs+].IC1C=NN([CH2:25][C:26]([N:28]([CH3:39])[C:29]2[CH:38]=[CH:37][C:32]3[N:33]=[C:34]([CH3:36])[O:35][C:31]=3[CH:30]=2)=[O:27])C(=O)C=1, predict the reaction product. (5) Given the reactants [Br:1][C:2]1[N:7]=[C:6]([CH2:8][S:9]([C:12]2[CH:17]=[CH:16][C:15]([CH3:18])=[CH:14][CH:13]=2)(=[O:11])=[O:10])[C:5]([N+:19]([O-:21])=[O:20])=[CH:4][CH:3]=1.[CH3:22][O:23][C:24](=[O:27])[CH2:25]Br.C([O-])([O-])=O.[K+].[K+].O, predict the reaction product. The product is: [CH3:22][O:23][C:24](=[O:27])[CH2:25][CH:8]([C:6]1[C:5]([N+:19]([O-:21])=[O:20])=[CH:4][CH:3]=[C:2]([Br:1])[N:7]=1)[S:9]([C:12]1[CH:17]=[CH:16][C:15]([CH3:18])=[CH:14][CH:13]=1)(=[O:11])=[O:10]. (6) Given the reactants [Br:1][C:2]1[C:11]2[C:10]([CH3:13])([CH3:12])[CH2:9][CH2:8][C:7](=[O:14])[C:6]=2[CH:5]=[C:4]([CH:15]([O:17][C:18](=[O:20])[CH3:19])[CH3:16])[C:3]=1[O:21][CH3:22].C(=O)([O-])[O-].[K+].[K+].[CH:29]1[CH:30]=CC(N=NC2C=CC(N)=NC=2N)=C[CH:34]=1.Cl.CC1C=CC(S(O)(=O)=O)=CC=1.O1C=CCCC1, predict the reaction product. The product is: [Br:1][C:2]1[C:3]([O:21][CH3:22])=[C:4]([CH:15]([O:17][CH:18]2[CH2:19][CH2:30][CH2:29][CH2:34][O:20]2)[CH3:16])[CH:5]=[C:6]2[C:11]=1[C:10]([CH3:13])([CH3:12])[CH2:9][CH2:8][C:7]2=[O:14]. (7) Given the reactants O1CCOCC1.I[C:8]1[CH:9]=[C:10]([C:16]2[CH:20]=[C:19]([C:21]([O:23][CH3:24])=[O:22])[O:18][N:17]=2)[CH:11]=[CH:12][C:13]=1[O:14][CH3:15].[B:25]1([B:25]2[O:29][C:28]([CH3:31])([CH3:30])[C:27]([CH3:33])([CH3:32])[O:26]2)[O:29][C:28]([CH3:31])([CH3:30])[C:27]([CH3:33])([CH3:32])[O:26]1.C([O-])(=O)C.[K+], predict the reaction product. The product is: [CH3:15][O:14][C:13]1[CH:12]=[CH:11][C:10]([C:16]2[CH:20]=[C:19]([C:21]([O:23][CH3:24])=[O:22])[O:18][N:17]=2)=[CH:9][C:8]=1[B:25]1[O:29][C:28]([CH3:31])([CH3:30])[C:27]([CH3:33])([CH3:32])[O:26]1.